Dataset: Reaction yield outcomes from USPTO patents with 853,638 reactions. Task: Predict the reaction yield, written as a fraction of the theoretical maximum amount of product (1.0 means a 100% yield; for example, 0.34 means a 34% yield). The reactants are Br.Br[CH:3]([C:13]1[CH:18]=[CH:17][N:16]=[CH:15][CH:14]=1)[C:4]([C:6]1[CH:11]=[CH:10][C:9]([F:12])=[CH:8][CH:7]=1)=O.[C:19]([NH2:27])(=[S:26])[C:20]1[CH:25]=[CH:24][CH:23]=[CH:22][CH:21]=1.C(=O)([O-])O.[Na+]. The catalyst is CN(C)C=O. The product is [F:12][C:9]1[CH:10]=[CH:11][C:6]([C:4]2[N:27]=[C:19]([C:20]3[CH:25]=[CH:24][CH:23]=[CH:22][CH:21]=3)[S:26][C:3]=2[C:13]2[CH:18]=[CH:17][N:16]=[CH:15][CH:14]=2)=[CH:7][CH:8]=1. The yield is 0.190.